Task: Regression. Given two drug SMILES strings and cell line genomic features, predict the synergy score measuring deviation from expected non-interaction effect.. Dataset: NCI-60 drug combinations with 297,098 pairs across 59 cell lines Drug 1: C1=C(C(=O)NC(=O)N1)N(CCCl)CCCl. Drug 2: CC12CCC3C(C1CCC2O)C(CC4=C3C=CC(=C4)O)CCCCCCCCCS(=O)CCCC(C(F)(F)F)(F)F. Cell line: IGROV1. Synergy scores: CSS=17.3, Synergy_ZIP=-3.43, Synergy_Bliss=-7.44, Synergy_Loewe=-8.36, Synergy_HSA=-7.22.